From a dataset of Full USPTO retrosynthesis dataset with 1.9M reactions from patents (1976-2016). Predict the reactants needed to synthesize the given product. (1) Given the product [NH2:22][C:20]1[S:21][N:13]=[C:14]2[CH:19]=[CH:18][CH:17]=[N:16][C:15]=12.[S:21]1[C:24]2=[N:31][CH:30]=[CH:29][CH:28]=[C:25]2[CH:26]=[N:27]1.[Cl:23][C:24]1[N:31]=[CH:30][CH:29]=[CH:28][C:25]=1[CH:26]=[O:2], predict the reactants needed to synthesize it. The reactants are: [PH2](O)=[O:2].NC1C(C#N)=NC=CC=1.[NH2:13][C:14]1[C:15]([C:20]([NH2:22])=[S:21])=[N:16][CH:17]=[CH:18][CH:19]=1.[Cl:23][C:24]1[N:31]=[CH:30][CH:29]=[CH:28][C:25]=1[C:26]#[N:27]. (2) Given the product [C:40]([O:24][CH:23]=[CH:22][CH2:21][N:20]([C:11]1[C:12]([I:19])=[C:13]2[C:18](=[C:9]([O:8][CH2:1][C:2]3[CH:7]=[CH:6][CH:5]=[CH:4][CH:3]=3)[CH:10]=1)[N:17]=[CH:16][CH:15]=[CH:14]2)[C:25]([O:27][C:28]([CH3:31])([CH3:30])[CH3:29])=[O:26])(=[O:41])[CH3:39], predict the reactants needed to synthesize it. The reactants are: [CH2:1]([O:8][C:9]1[CH:10]=[C:11]([N:20]([C:25]([O:27][C:28]([CH3:31])([CH3:30])[CH3:29])=[O:26])[CH2:21][CH2:22][CH:23]=[O:24])[C:12]([I:19])=[C:13]2[C:18]=1[N:17]=[CH:16][CH:15]=[CH:14]2)[C:2]1[CH:7]=[CH:6][CH:5]=[CH:4][CH:3]=1.CCN(CC)CC.[CH3:39][C:40](OC(C)=O)=[O:41]. (3) Given the product [CH2:31]([N:11]([CH2:12][C:13]1[CH:30]=[CH:29][C:16]([O:17][C:18]2[CH:23]=[CH:22][C:21]([CH2:24][CH2:25][C:26]([O:28][CH2:1][C:2]3[CH:7]=[CH:6][CH:5]=[CH:4][CH:3]=3)=[O:27])=[CH:20][CH:19]=2)=[CH:15][CH:14]=1)[C:3]1[CH:4]=[CH:5][CH:6]=[C:7]([N+:8]([O-:10])=[O:9])[C:2]=1[CH3:1])[C:32]1[CH:37]=[CH:36][CH:35]=[CH:34][CH:33]=1, predict the reactants needed to synthesize it. The reactants are: [CH3:1][C:2]1[C:7]([N+:8]([O-:10])=[O:9])=[CH:6][CH:5]=[CH:4][C:3]=1[NH:11][CH2:12][C:13]1[CH:30]=[CH:29][C:16]([O:17][C:18]2[CH:23]=[CH:22][C:21]([CH2:24][CH2:25][C:26]([OH:28])=[O:27])=[CH:20][CH:19]=2)=[CH:15][CH:14]=1.[CH2:31](Br)[C:32]1[CH:37]=[CH:36][CH:35]=[CH:34][CH:33]=1.